The task is: Predict the reactants needed to synthesize the given product.. This data is from Full USPTO retrosynthesis dataset with 1.9M reactions from patents (1976-2016). (1) Given the product [CH3:1][N:2]([Si:9]([CH3:16])([CH3:15])[CH3:8])[S:3]([CH2:6][CH3:7])(=[O:5])=[O:4], predict the reactants needed to synthesize it. The reactants are: [CH3:1][NH:2][S:3]([CH2:6][CH3:7])(=[O:5])=[O:4].[CH3:8][Si:9]([CH3:16])([CH3:15])N[Si:9]([CH3:16])([CH3:15])[CH3:8].[Cl-].[NH4+]. (2) Given the product [ClH:13].[CH3:1][O:2][C:3]1[CH:8]=[CH:7][C:6]([CH:9]([NH2:12])[CH2:10][CH3:11])=[CH:5][CH:4]=1, predict the reactants needed to synthesize it. The reactants are: [CH3:1][O:2][C:3]1[CH:8]=[CH:7][C:6]([CH:9]([NH2:12])[CH2:10][CH3:11])=[CH:5][CH:4]=1.[ClH:13].C(OCC)C. (3) Given the product [ClH:18].[CH3:15][CH:13]1[CH2:12][O:11][CH2:10][CH2:9][NH:8][CH2:14]1, predict the reactants needed to synthesize it. The reactants are: COC1C=CC(C[N:8]2[CH2:14][CH:13]([CH3:15])[CH2:12][O:11][CH2:10][CH2:9]2)=CC=1.[Cl:18]C(OC(Cl)C)=O.CO.